This data is from Full USPTO retrosynthesis dataset with 1.9M reactions from patents (1976-2016). The task is: Predict the reactants needed to synthesize the given product. (1) Given the product [CH2:1]([CH:5]([CH2:12][CH2:13][CH2:14][CH2:15][CH2:16][CH3:17])[CH2:6][C:7]1[S:8][C:9]([Sn:24]([CH3:26])([CH3:25])[CH3:23])=[CH:10][CH:11]=1)[CH2:2][CH2:3][CH3:4], predict the reactants needed to synthesize it. The reactants are: [CH2:1]([CH:5]([CH2:12][CH2:13][CH2:14][CH2:15][CH2:16][CH3:17])[CH2:6][C:7]1[S:8][CH:9]=[CH:10][CH:11]=1)[CH2:2][CH2:3][CH3:4].[Li]CCCC.[CH3:23][Sn:24](Cl)([CH3:26])[CH3:25]. (2) The reactants are: [NH2:1][C@@H:2]([C:6]([OH:8])=[O:7])[CH2:3][CH2:4][OH:5].C([O-])([O-])=O.[K+].[K+].[Cl:15][C:16]1[C:23]([CH3:24])=[C:22](F)[CH:21]=[CH:20][C:17]=1[C:18]#[N:19]. Given the product [Cl:15][C:16]1[C:23]([CH3:24])=[C:22]([NH:1][C@H:2]([CH2:3][CH2:4][OH:5])[C:6]([OH:8])=[O:7])[CH:21]=[CH:20][C:17]=1[C:18]#[N:19], predict the reactants needed to synthesize it.